This data is from NCI-60 drug combinations with 297,098 pairs across 59 cell lines. The task is: Regression. Given two drug SMILES strings and cell line genomic features, predict the synergy score measuring deviation from expected non-interaction effect. Drug 1: CC1=CC=C(C=C1)C2=CC(=NN2C3=CC=C(C=C3)S(=O)(=O)N)C(F)(F)F. Drug 2: CCN(CC)CCCC(C)NC1=C2C=C(C=CC2=NC3=C1C=CC(=C3)Cl)OC. Cell line: SNB-19. Synergy scores: CSS=18.3, Synergy_ZIP=-1.39, Synergy_Bliss=2.88, Synergy_Loewe=-19.9, Synergy_HSA=-1.54.